This data is from Experimentally validated miRNA-target interactions with 360,000+ pairs, plus equal number of negative samples. The task is: Binary Classification. Given a miRNA mature sequence and a target amino acid sequence, predict their likelihood of interaction. (1) The miRNA is mmu-miR-203-3p with sequence GUGAAAUGUUUAGGACCACUAG. The protein sequence of the target gene is MPELAKSAPAPKKGSKKAVTKAQKKDGKKRKRSRKESYSIYVYKVLKQVHPDTGISSKAMGIMNSFVNDIFERIANEASRLAHYNKRSTITSREIQTSVRLLLPGELAKHAVSEGTKAVTKYTSAK. Result: 1 (interaction). (2) The miRNA is mmu-miR-693-5p with sequence CAGCCACAUCCGAAAGUUUUC. The protein sequence of the target gene is MPILSKIWAAPAAGILRKTPRNAHQMRLISMTSSMKAKVFNSAEEAVKDIPDNAKLLVGGFGLCGIPENLIQAITKTGQKGLTCVSNNAGVDNWGLGLLLQTRQIKKMISSYVGENGEFARQYLSGELELEFTPQGTLAERIRAAGAGVPAFYTPTGYGTQIQEGGAPIKYSKTEKGKIEVASKAKETRQFNGINYVMEEAIWGDFALIKAWRADTLGNIQFRHAAGNFNNPMCKASKCTIVEVEEIVEPGVIAPNDVHIPSIYCHRLVLGKNYKKPIERPMFAHEGPIKPSTSAAGKSR.... Result: 0 (no interaction). (3) The miRNA is hsa-miR-3663-3p with sequence UGAGCACCACACAGGCCGGGCGC. The protein sequence of the target gene is MMWRWSFLLLLLLLRHWALGKPSPDAGPHGQDRVHHGTPLSEAPHDDAHGNFQYDHEAFLGRDVAKEFDKLSPEESQARLGRIVDRMDLAGDSDGWVSLAELRAWIAHTQQRHIRDSVSAAWHTYDTDRDGRVGWEELRNATYGHYEPGEEFHDVEDAETYKKMLARDERRFRVADQDGDSMATREELTAFLHPEEFPHMRDIVVAETLEDLDKNKDGYVQVEEYIADLYSEEPGEEEPAWVQTERQQFREFRDLNKDGRLDGSEVGYWVLPPSQDQPLVEANHLLHESDTDKDGRLSKA.... Result: 0 (no interaction). (4) The miRNA is hsa-miR-544b with sequence ACCUGAGGUUGUGCAUUUCUAA. The protein sequence of the target gene is MEAALADGEPDRSSLLGDSKDVLGPSTVVANSDEPQHLTPGKMSQRQGRDANPTPTRDLPQPSLSPASLHSQGFERGKEDISQNKDDSSLSMSKSKSESKLYNGSEKDSSTSSKLTKKESLKVQKKNYREEKKRATKELLSTITDPSVIVMADWLKIRGTLKSWTKLWCVLKPGVLLIYKTQKNGQWVGTVLLNACEIIERPSKKDGFCFKLFHPLEQSIWAVKGPKGEAVGSITQPLPSSYLIIRATSESDGRCWMDALELALKCSSLLKRTMVREGKEHDLSISSDSTHVTLYGLLRA.... Result: 0 (no interaction).